Dataset: Peptide-MHC class I binding affinity with 185,985 pairs from IEDB/IMGT. Task: Regression. Given a peptide amino acid sequence and an MHC pseudo amino acid sequence, predict their binding affinity value. This is MHC class I binding data. (1) The peptide sequence is YTYDLAEYR. The MHC is HLA-C04:01 with pseudo-sequence HLA-C04:01. The binding affinity (normalized) is 0.213. (2) The peptide sequence is FLKEKGGL. The MHC is HLA-A23:01 with pseudo-sequence HLA-A23:01. The binding affinity (normalized) is 0. (3) The peptide sequence is FSSLPSYAAY. The MHC is HLA-A24:02 with pseudo-sequence HLA-A24:02. The binding affinity (normalized) is 0. (4) The peptide sequence is DTLKVCIGY. The MHC is HLA-A30:01 with pseudo-sequence HLA-A30:01. The binding affinity (normalized) is 0.0847. (5) The peptide sequence is FPRIGTAVF. The MHC is HLA-B83:01 with pseudo-sequence HLA-B83:01. The binding affinity (normalized) is 0.166. (6) The peptide sequence is VVRVRRELL. The MHC is HLA-A80:01 with pseudo-sequence HLA-A80:01. The binding affinity (normalized) is 0.0847. (7) The MHC is HLA-B40:01 with pseudo-sequence HLA-B40:01. The binding affinity (normalized) is 0.359. The peptide sequence is LEKASLIEV. (8) The peptide sequence is KPNELSLAL. The MHC is HLA-B53:01 with pseudo-sequence HLA-B53:01. The binding affinity (normalized) is 0.594. (9) The peptide sequence is YLSGANLNV. The MHC is HLA-A02:01 with pseudo-sequence HLA-A02:01. The binding affinity (normalized) is 0.603.